The task is: Regression. Given a peptide amino acid sequence and an MHC pseudo amino acid sequence, predict their binding affinity value. This is MHC class I binding data.. This data is from Peptide-MHC class I binding affinity with 185,985 pairs from IEDB/IMGT. The peptide sequence is KSAKKFDTFK. The MHC is HLA-A68:01 with pseudo-sequence HLA-A68:01. The binding affinity (normalized) is 0.357.